Task: Predict the reactants needed to synthesize the given product.. Dataset: Full USPTO retrosynthesis dataset with 1.9M reactions from patents (1976-2016) (1) Given the product [CH3:3][O:4][C:5]1[CH:6]=[C:7]([C:11]([CH3:15])([CH3:14])[C:12]([OH:17])=[O:1])[CH:8]=[CH:9][CH:10]=1, predict the reactants needed to synthesize it. The reactants are: [OH-:1].[K+].[CH3:3][O:4][C:5]1[CH:6]=[C:7]([C:11]([CH3:15])([CH3:14])[C:12]#N)[CH:8]=[CH:9][CH:10]=1.C[OH:17]. (2) Given the product [CH3:17][O:16][C:9]1[CH:10]=[CH:11][C:12]2[N:13]=[C:14]([CH3:15])[C:5]3[N:6]([C:2]([C:24]4[CH:25]=[CH:26][CH:27]=[CH:28][C:23]=4[CH3:22])=[N:3][C:4]=3[C:18]([F:21])([F:20])[F:19])[C:7]=2[N:8]=1, predict the reactants needed to synthesize it. The reactants are: Br[C:2]1[N:6]2[C:7]3[C:12]([N:13]=[C:14]([CH3:15])[C:5]2=[C:4]([C:18]([F:21])([F:20])[F:19])[N:3]=1)=[CH:11][CH:10]=[C:9]([O:16][CH3:17])[N:8]=3.[CH3:22][C:23]1[CH:28]=[CH:27][CH:26]=[CH:25][C:24]=1B(O)O. (3) Given the product [Cl:15][C:9]1[N:10]=[CH:11][C:6]2[CH:5]=[N:4][CH:3]=[C:2]([I:1])[C:7]=2[N:8]=1, predict the reactants needed to synthesize it. The reactants are: [I:1][C:2]1[C:7]2[N:8]=[C:9](SC)[N:10]=[CH:11][C:6]=2[CH:5]=[N:4][CH:3]=1.C(Cl)[Cl:15].S(Cl)(Cl)(=O)=O. (4) Given the product [CH:1]1([C@H:4]([NH:26][CH2:27][CH2:28][C:29]([N:35]2[CH2:40][CH2:39][O:38][CH2:37][CH2:36]2)=[O:30])[C:5]([N:7]2[CH2:11][C:10]([C:12]3[CH:17]=[C:16]([F:18])[CH:15]=[CH:14][C:13]=3[F:19])=[CH:9][C@H:8]2[C:20]2[CH:21]=[CH:22][CH:23]=[CH:24][CH:25]=2)=[O:6])[CH2:3][CH2:2]1, predict the reactants needed to synthesize it. The reactants are: [CH:1]1([C@H:4]([NH:26][CH2:27][CH2:28][C:29](OC)=[O:30])[C:5]([N:7]2[CH2:11][C:10]([C:12]3[CH:17]=[C:16]([F:18])[CH:15]=[CH:14][C:13]=3[F:19])=[CH:9][C@H:8]2[C:20]2[CH:25]=[CH:24][CH:23]=[CH:22][CH:21]=2)=[O:6])[CH2:3][CH2:2]1.[OH-].[Na+].[NH:35]1[CH2:40][CH2:39][O:38][CH2:37][CH2:36]1.Cl.CN(C)CCCN=C=NCC.ON1C2N=CC=CC=2N=N1. (5) Given the product [CH3:27][O:1][C:2]1[C:11]([CH2:12][CH2:13][C:14]([CH3:16])=[CH2:15])=[C:10]([O:17][CH3:18])[CH:9]=[C:8](/[CH:19]=[CH:20]/[C:21]2[CH:22]=[CH:23][CH:24]=[CH:25][CH:26]=2)[C:3]=1[C:4]([O:6][CH3:7])=[O:5], predict the reactants needed to synthesize it. The reactants are: [OH:1][C:2]1[C:11]([CH2:12][CH2:13][C:14]([CH3:16])=[CH2:15])=[C:10]([O:17][CH3:18])[CH:9]=[C:8](/[CH:19]=[CH:20]/[C:21]2[CH:26]=[CH:25][CH:24]=[CH:23][CH:22]=2)[C:3]=1[C:4]([O:6][CH3:7])=[O:5].[C:27]([O-])([O-])=O.[K+].[K+].CI. (6) The reactants are: [C:1]([C:5]1[CH:10]=[CH:9][C:8]([C:11]2[N:15]=[C:14]([C:16]3[N:20]=[C:19]([CH3:21])[N:18]([CH2:22][C:23]4[CH:28]=[CH:27][N:26]=[C:25](Cl)[CH:24]=4)[N:17]=3)[O:13][N:12]=2)=[CH:7][CH:6]=1)([CH3:4])([CH3:3])[CH3:2].[CH3:30][N:31]1[CH2:36][CH2:35][NH:34][CH2:33][CH2:32]1. Given the product [C:1]([C:5]1[CH:10]=[CH:9][C:8]([C:11]2[N:15]=[C:14]([C:16]3[N:20]=[C:19]([CH3:21])[N:18]([CH2:22][C:23]4[CH:28]=[CH:27][N:26]=[C:25]([N:34]5[CH2:35][CH2:36][N:31]([CH3:30])[CH2:32][CH2:33]5)[CH:24]=4)[N:17]=3)[O:13][N:12]=2)=[CH:7][CH:6]=1)([CH3:4])([CH3:3])[CH3:2], predict the reactants needed to synthesize it.